Dataset: NCI-60 drug combinations with 297,098 pairs across 59 cell lines. Task: Regression. Given two drug SMILES strings and cell line genomic features, predict the synergy score measuring deviation from expected non-interaction effect. (1) Drug 1: CCC1=C2CN3C(=CC4=C(C3=O)COC(=O)C4(CC)O)C2=NC5=C1C=C(C=C5)O. Drug 2: CCN(CC)CCNC(=O)C1=C(NC(=C1C)C=C2C3=C(C=CC(=C3)F)NC2=O)C. Cell line: HOP-92. Synergy scores: CSS=17.1, Synergy_ZIP=-2.12, Synergy_Bliss=-1.53, Synergy_Loewe=-58.8, Synergy_HSA=0.786. (2) Drug 1: CCC1=CC2CC(C3=C(CN(C2)C1)C4=CC=CC=C4N3)(C5=C(C=C6C(=C5)C78CCN9C7C(C=CC9)(C(C(C8N6C)(C(=O)OC)O)OC(=O)C)CC)OC)C(=O)OC.C(C(C(=O)O)O)(C(=O)O)O. Drug 2: CC1C(C(CC(O1)OC2CC(CC3=C2C(=C4C(=C3O)C(=O)C5=C(C4=O)C(=CC=C5)OC)O)(C(=O)CO)O)N)O.Cl. Cell line: CAKI-1. Synergy scores: CSS=30.3, Synergy_ZIP=2.69, Synergy_Bliss=-1.49, Synergy_Loewe=-0.481, Synergy_HSA=1.19. (3) Drug 1: C1=C(C(=O)NC(=O)N1)F. Drug 2: CN(CCCl)CCCl.Cl. Cell line: 786-0. Synergy scores: CSS=38.7, Synergy_ZIP=-1.30, Synergy_Bliss=-0.0636, Synergy_Loewe=3.82, Synergy_HSA=5.12.